This data is from Catalyst prediction with 721,799 reactions and 888 catalyst types from USPTO. The task is: Predict which catalyst facilitates the given reaction. (1) Reactant: [Si:1]([O:18][CH2:19][CH2:20][C:21]1([C:45]2[CH:50]=[CH:49][CH:48]=[CH:47][CH:46]=2)[N:25]([C:26]([NH:28]C(=O)C2C=CC=CC=2)=[S:27])[N:24]=[C:23]([C:37]2[CH:42]=[C:41]([F:43])[CH:40]=[CH:39][C:38]=2[F:44])[S:22]1)([C:14]([CH3:17])([CH3:16])[CH3:15])([C:8]1[CH:13]=[CH:12][CH:11]=[CH:10][CH:9]=1)[C:2]1[CH:7]=[CH:6][CH:5]=[CH:4][CH:3]=1.NN. Product: [Si:1]([O:18][CH2:19][CH2:20][C:21]1([C:45]2[CH:50]=[CH:49][CH:48]=[CH:47][CH:46]=2)[N:25]([C:26](=[S:27])[NH2:28])[N:24]=[C:23]([C:37]2[CH:42]=[C:41]([F:43])[CH:40]=[CH:39][C:38]=2[F:44])[S:22]1)([C:14]([CH3:15])([CH3:16])[CH3:17])([C:8]1[CH:9]=[CH:10][CH:11]=[CH:12][CH:13]=1)[C:2]1[CH:7]=[CH:6][CH:5]=[CH:4][CH:3]=1. The catalyst class is: 1. (2) The catalyst class is: 1. Reactant: CCC(C)[BH-](C(C)CC)C(C)CC.[Li+].[C:15]1([O:21][C:22]([N:24]2[CH:29]=[CH:28][C:27](=[O:30])[CH2:26][CH:25]2[CH3:31])=[O:23])[CH:20]=[CH:19][CH:18]=[CH:17][CH:16]=1.N(C1C=CC=CC=1)([S:33]([C:36]([F:39])([F:38])[F:37])(=[O:35])=[O:34])[S:33]([C:36]([F:39])([F:38])[F:37])(=[O:35])=[O:34]. Product: [C:15]1([O:21][C:22]([N:24]2[CH2:29][CH:28]=[C:27]([O:30][S:33]([C:36]([F:39])([F:38])[F:37])(=[O:35])=[O:34])[CH2:26][CH:25]2[CH3:31])=[O:23])[CH:16]=[CH:17][CH:18]=[CH:19][CH:20]=1.